Predict the reaction yield, written as a fraction of the theoretical maximum amount of product (1.0 means a 100% yield; for example, 0.34 means a 34% yield). From a dataset of Reaction yield outcomes from USPTO patents with 853,638 reactions. (1) The reactants are [Br:1][C:2]1[CH:7]=[CH:6][C:5]([C:8]2[CH:13]=[CH:12][C:11]([S:14]([NH:17][CH:18](CO)[C:19]([O:21][CH3:22])=[O:20])(=[O:16])=[O:15])=[CH:10][CH:9]=2)=[CH:4][CH:3]=1.C[CH2:26][N:27]([CH2:30][CH3:31])[CH2:28][CH3:29].CS(Cl)(=O)=[O:34].[CH2:37](N)[CH2:38][CH2:39][CH2:40][CH2:41][CH2:42]CC. The catalyst is ClCCl. The product is [Br:1][C:2]1[CH:3]=[CH:4][C:5]([C:8]2[CH:9]=[CH:10][C:11]([S:14]([N:17]3[CH2:29][C:28](=[O:34])[N:27]([CH2:30][CH2:31][CH2:37][CH2:38][CH2:39][CH2:40][CH2:41][CH3:42])[CH2:26][CH:18]3[C:19]([O:21][CH3:22])=[O:20])(=[O:16])=[O:15])=[CH:12][CH:13]=2)=[CH:6][CH:7]=1. The yield is 0.560. (2) The reactants are [C:1](Cl)(=[O:8])[C:2]1[CH:7]=[CH:6][CH:5]=[CH:4][CH:3]=1.[C:10]([O:14][C:15]([N:17]1[CH2:22][CH:21]([N:23]2[C:32]3[CH:31]=[CH:30][CH:29]=[C:28]([Cl:33])[C:27]=3[C:26]3=[N:34][O:35][C:36]([CH3:37])=[C:25]3[C:24]2=[O:38])[CH2:20][CH:19]([CH2:39][NH2:40])[CH2:18]1)=[O:16])([CH3:13])([CH3:12])[CH3:11].CCN(CC)CC.C(Cl)(Cl)Cl. The catalyst is C(Cl)Cl.CN(C1C=CN=CC=1)C. The product is [C:10]([O:14][C:15]([N:17]1[CH2:22][CH:21]([N:23]2[C:32]3[CH:31]=[CH:30][CH:29]=[C:28]([Cl:33])[C:27]=3[C:26]3=[N:34][O:35][C:36]([CH3:37])=[C:25]3[C:24]2=[O:38])[CH2:20][CH:19]([CH2:39][NH:40][C:1](=[O:8])[C:2]2[CH:7]=[CH:6][CH:5]=[CH:4][CH:3]=2)[CH2:18]1)=[O:16])([CH3:13])([CH3:12])[CH3:11]. The yield is 0.530. (3) The catalyst is C(Cl)Cl. The product is [CH3:36][C@H:16]1[C:17]2[C:22]([N:23]3[CH2:28][CH2:27][N:26]([C:29]([O:31][C:32]([CH3:35])([CH3:34])[CH3:33])=[O:30])[CH2:25][CH2:24]3)=[N:21][CH:20]=[N:19][C:18]=2[C@H:14]([O:13][C:8](=[O:9])[C:7]2[CH:6]=[CH:5][C:4]([N+:1]([O-:3])=[O:2])=[CH:12][CH:11]=2)[CH2:15]1. The reactants are [N+:1]([C:4]1[CH:12]=[CH:11][C:7]([C:8](Cl)=[O:9])=[CH:6][CH:5]=1)([O-:3])=[O:2].[OH:13][C@H:14]1[C:18]2[N:19]=[CH:20][N:21]=[C:22]([N:23]3[CH2:28][CH2:27][N:26]([C:29]([O:31][C:32]([CH3:35])([CH3:34])[CH3:33])=[O:30])[CH2:25][CH2:24]3)[C:17]=2[C@H:16]([CH3:36])[CH2:15]1.C(N(CC)CC)C.C([O-])(O)=O.[Na+]. The yield is 0.845. (4) The reactants are [F:1][C:2]1[CH:7]=[CH:6][C:5]([CH2:8][C:9]2[CH:18]=[C:17]3[C:12]([C:13]([OH:26])=[C:14]([C:21]([O:23]CC)=O)[C:15](=[O:20])[N:16]3[CH3:19])=[N:11][CH:10]=2)=[CH:4][CH:3]=1.[NH2:27][CH2:28][CH2:29][NH:30][C:31]([NH:33][CH3:34])=[S:32]. No catalyst specified. The product is [F:1][C:2]1[CH:3]=[CH:4][C:5]([CH2:8][C:9]2[CH:18]=[C:17]3[C:12]([C:13]([OH:26])=[C:14]([C:21]([NH:27][CH2:28][CH2:29][NH:30][C:31]([NH:33][CH3:34])=[S:32])=[O:23])[C:15](=[O:20])[N:16]3[CH3:19])=[N:11][CH:10]=2)=[CH:6][CH:7]=1. The yield is 0.330. (5) The yield is 0.900. The reactants are C[O:2][C:3](=[O:22])[C:4]1[CH:9]=[C:8]([O:10][CH2:11][CH2:12][C:13]2[CH:17]=[CH:16][S:15][CH:14]=2)[CH:7]=[C:6]([O:18][CH:19]([CH3:21])[CH3:20])[CH:5]=1.CCO.O.[OH-].[Na+]. The product is [CH:19]([O:18][C:6]1[CH:5]=[C:4]([CH:9]=[C:8]([O:10][CH2:11][CH2:12][C:13]2[CH:17]=[CH:16][S:15][CH:14]=2)[CH:7]=1)[C:3]([OH:22])=[O:2])([CH3:21])[CH3:20]. The catalyst is C1COCC1. (6) The reactants are [CH3:1][O:2][C:3]1[N:8]=[CH:7][C:6]([N:9]2[C:13]([C:14]3[CH:19]=[CH:18][CH:17]=[CH:16][N:15]=3)=[CH:12][C:11]([C:20]([OH:22])=O)=[N:10]2)=[CH:5][CH:4]=1.[NH2:23][CH:24]1[CH2:29][CH2:28][O:27][CH2:26][CH2:25]1. No catalyst specified. The product is [O:27]1[CH2:28][CH2:29][CH:24]([NH:23][C:20]([C:11]2[CH:12]=[C:13]([C:14]3[CH:19]=[CH:18][CH:17]=[CH:16][N:15]=3)[N:9]([C:6]3[CH:7]=[N:8][C:3]([O:2][CH3:1])=[CH:4][CH:5]=3)[N:10]=2)=[O:22])[CH2:25][CH2:26]1. The yield is 0.480.